This data is from Forward reaction prediction with 1.9M reactions from USPTO patents (1976-2016). The task is: Predict the product of the given reaction. (1) Given the reactants [CH3:1][O:2][C:3](=C)[CH2:4][C@@H:5]1[CH2:10][CH2:9][CH2:8][CH2:7][N:6]1[C:11]([O:13][C:14]([CH3:17])([CH3:16])[CH3:15])=[O:12].O.C1C(=O)N(Br)C(=[O:23])C1, predict the reaction product. The product is: [CH3:1][O:2][C:3](=[O:23])[CH2:4][C@@H:5]1[CH2:10][CH2:9][CH2:8][CH2:7][N:6]1[C:11]([O:13][C:14]([CH3:17])([CH3:16])[CH3:15])=[O:12]. (2) Given the reactants [CH2:1]([O:19][CH2:20][CH:21]([OH:41])[CH2:22][O:23][C:24](=[O:40])[CH2:25][CH2:26][CH2:27][CH2:28][CH2:29][CH2:30][CH2:31][CH2:32][CH2:33][CH2:34][CH2:35][CH2:36][CH2:37][CH2:38][CH3:39])[CH2:2][CH2:3][CH2:4][CH2:5][CH2:6][CH2:7][CH2:8]/[CH:9]=[CH:10]\[CH2:11][CH2:12][CH2:13][CH2:14][CH2:15][CH2:16][CH2:17][CH3:18].C1(N=C=NC2CCCCC2)CCCCC1.CN(C1C=CC=CN=1)C.[CH2:66]([CH2:80][C:81](O)=[S:82])[CH2:67][CH2:68][CH2:69][CH2:70][CH2:71][CH2:72][CH2:73][CH2:74][CH2:75][CH2:76][CH2:77][CH2:78][CH3:79], predict the reaction product. The product is: [CH2:1]([O:19][CH:20]([C:81](=[S:82])[CH2:80][CH2:66][CH2:67][CH2:68][CH2:69][CH2:70][CH2:71][CH2:72][CH2:73][CH2:74][CH2:75][CH2:76][CH2:77][CH2:78][CH3:79])[CH:21]([CH2:22][O:23][C:24](=[O:40])[CH2:25][CH2:26][CH2:27][CH2:28][CH2:29][CH2:30][CH2:31][CH2:32][CH2:33][CH2:34][CH2:35][CH2:36][CH2:37][CH2:38][CH3:39])[OH:41])[CH2:2][CH2:3][CH2:4][CH2:5][CH2:6][CH2:7][CH2:8]/[CH:9]=[CH:10]\[CH2:11][CH2:12][CH2:13][CH2:14][CH2:15][CH2:16][CH2:17][CH3:18].